This data is from Reaction yield outcomes from USPTO patents with 853,638 reactions. The task is: Predict the reaction yield, written as a fraction of the theoretical maximum amount of product (1.0 means a 100% yield; for example, 0.34 means a 34% yield). (1) The reactants are [Br:1][C:2]1[CH:25]=[C:5]2[N:6]=[C:7]([CH3:24])[C:8]([C@H:18]([OH:23])[C:19]([O:21][CH3:22])=[O:20])=[C:9]([N:10]3[CH2:15][CH2:14][C:13]([CH3:17])([CH3:16])[CH2:12][CH2:11]3)[N:4]2[N:3]=1.Cl(O)(=O)(=O)=O.C([O-])(O)=O.[Na+]. The catalyst is C(Cl)Cl.C(OC(C)(C)C)(=O)C. The product is [Br:1][C:2]1[CH:25]=[C:5]2[N:6]=[C:7]([CH3:24])[C:8]([C@H:18]([O:23][C:8]([CH3:18])([CH3:9])[CH3:7])[C:19]([O:21][CH3:22])=[O:20])=[C:9]([N:10]3[CH2:15][CH2:14][C:13]([CH3:17])([CH3:16])[CH2:12][CH2:11]3)[N:4]2[N:3]=1. The yield is 0.430. (2) The reactants are [NH2:1][C@@H:2]1[CH2:7][CH2:6][CH2:5][C@@:4]([C:9]#[C:10][C:11]2[CH:16]=[CH:15][CH:14]=[C:13]([Cl:17])[CH:12]=2)([OH:8])[CH2:3]1.[O:18]1[CH:22]=[CH:21][C:20]([C:23](O)=[O:24])=[CH:19]1.C(Cl)CCl.CCN(CC)CC. The catalyst is CN(C=O)C.CCOC(C)=O. The product is [Cl:17][C:13]1[CH:12]=[C:11]([C:10]#[C:9][C@@:4]2([OH:8])[CH2:5][CH2:6][CH2:7][C@@H:2]([NH:1][C:23]([C:20]3[CH:21]=[CH:22][O:18][CH:19]=3)=[O:24])[CH2:3]2)[CH:16]=[CH:15][CH:14]=1. The yield is 0.660. (3) The reactants are [CH3:1][CH:2]([CH2:11][CH3:12])[CH2:3][CH:4]=[CH:5][C:6]([O:8][CH2:9][CH3:10])=[O:7].C1CCN2C(=NCCC2)CC1.[N+:24]([CH3:27])([O-:26])=[O:25]. The catalyst is C(#N)C. The product is [CH3:1][CH:2]([CH2:11][CH3:12])[CH2:3][CH:4]([CH2:27][N+:24]([O-:26])=[O:25])[CH2:5][C:6]([O:8][CH2:9][CH3:10])=[O:7]. The yield is 0.420.